This data is from Full USPTO retrosynthesis dataset with 1.9M reactions from patents (1976-2016). The task is: Predict the reactants needed to synthesize the given product. (1) Given the product [CH2:1]([O:3][CH2:4][CH2:5][O:6][C:7]1[C:28]([O:29][CH3:30])=[CH:27][C:10]2[C:11]3[N:16]([CH:17]([CH2:19][CH3:20])[CH2:18][C:9]=2[CH:8]=1)[CH:15]=[C:14]([C:21]([OH:23])=[O:22])[C:13](=[O:26])[CH:12]=3)[CH3:2], predict the reactants needed to synthesize it. The reactants are: [CH2:1]([O:3][CH2:4][CH2:5][O:6][C:7]1[C:28]([O:29][CH3:30])=[CH:27][C:10]2[C:11]3[N:16]([CH:17]([CH2:19][CH3:20])[CH2:18][C:9]=2[CH:8]=1)[CH:15]=[C:14]([C:21]([O:23]CC)=[O:22])[C:13](=[O:26])[CH:12]=3)[CH3:2].O[Li].O. (2) Given the product [F:40][CH:2]([F:1])[C:3]1[N:7]([C:8]2[N:13]=[C:12]([N:14]3[CH2:19][CH2:18][O:17][CH2:16][CH2:15]3)[N:11]=[C:10]([N:20]([CH3:44])[CH:21]3[CH2:22][CH2:23][N:24]([C:27]([O:29][C:30]([CH3:33])([CH3:32])[CH3:31])=[O:28])[CH2:25][CH2:26]3)[N:9]=2)[C:6]2[CH:34]=[CH:35][CH:36]=[C:37]([O:38][CH3:39])[C:5]=2[N:4]=1, predict the reactants needed to synthesize it. The reactants are: [F:1][CH:2]([F:40])[C:3]1[N:7]([C:8]2[N:13]=[C:12]([N:14]3[CH2:19][CH2:18][O:17][CH2:16][CH2:15]3)[N:11]=[C:10]([NH:20][CH:21]3[CH2:26][CH2:25][N:24]([C:27]([O:29][C:30]([CH3:33])([CH3:32])[CH3:31])=[O:28])[CH2:23][CH2:22]3)[N:9]=2)[C:6]2[CH:34]=[CH:35][CH:36]=[C:37]([O:38][CH3:39])[C:5]=2[N:4]=1.[H-].[Na+].I[CH3:44].O. (3) Given the product [CH:29]1([N:28]([CH:21]2[CH2:23][CH2:24][CH2:25][CH2:26][CH2:27]2)[C:9]([NH:1][C:2]2[S:3][C:4]([CH:7]=[O:8])=[CH:5][N:6]=2)=[O:10])[CH2:30][CH2:31][CH2:32][CH2:33][CH2:34]1, predict the reactants needed to synthesize it. The reactants are: [NH2:1][C:2]1[S:3][C:4]([CH:7]=[O:8])=[CH:5][N:6]=1.[C:9](N1C=CN=C1)(N1C=CN=C1)=[O:10].[CH:21]1([NH:28][C@H:29]2[CH2:34][CH2:33][C@H:32](C)[CH2:31][CH2:30]2)[CH2:27][CH2:26][CH2:25][CH2:24][CH2:23]C1. (4) Given the product [CH2:1]([CH:3]([CH2:9][CH3:10])[CH2:4][CH2:5][C:6]([OH:8])=[O:7])[CH3:2], predict the reactants needed to synthesize it. The reactants are: [CH2:1]([CH:3]([CH2:9][CH3:10])[CH:4]=[CH:5][C:6]([O-:8])=[O:7])[CH3:2]. (5) Given the product [CH2:17]1[C:10]2[C:11]3[CH:12]=[CH:13][CH:14]=[CH:15][C:16]=3[N:8]([C:5]3[CH:4]=[CH:3][C:2]([N:25]4[C:26](=[O:30])[CH:27]=[CH:28][CH:29]=[N:24]4)=[CH:7][CH:6]=3)[C:9]=2[CH:21]2[CH2:22][CH2:23][N:18]1[CH2:19][CH2:20]2, predict the reactants needed to synthesize it. The reactants are: I[C:2]1[CH:7]=[CH:6][C:5]([N:8]2[C:16]3[CH:15]=[CH:14][CH:13]=[CH:12][C:11]=3[C:10]3[CH2:17][N:18]4[CH2:23][CH2:22][CH:21]([C:9]2=3)[CH2:20][CH2:19]4)=[CH:4][CH:3]=1.[N:24]1[NH:25][C:26](=[O:30])[CH:27]=[CH:28][CH:29]=1. (6) Given the product [C:1]([O:5][C:6]([N:8]([C@@H:22]1[CH2:26][CH2:25][N:24]([CH:34]([C:35]2[CH:40]=[CH:39][CH:38]=[CH:37][CH:36]=2)[C:41]2[CH:46]=[CH:45][CH:44]=[CH:43][CH:42]=2)[CH2:23]1)[C:9]1[N:14]=[CH:13][C:12](/[CH:15]=[CH:16]/[C:17]([O:19][CH2:20][CH3:21])=[O:18])=[CH:11][CH:10]=1)=[O:7])([CH3:2])([CH3:3])[CH3:4], predict the reactants needed to synthesize it. The reactants are: [C:1]([O:5][C:6]([N:8]([C@@H:22]1[CH2:26][CH2:25][NH:24][CH2:23]1)[C:9]1[N:14]=[CH:13][C:12](/[CH:15]=[CH:16]/[C:17]([O:19][CH2:20][CH3:21])=[O:18])=[CH:11][CH:10]=1)=[O:7])([CH3:4])([CH3:3])[CH3:2].C(=O)([O-])[O-].[K+].[K+].Br[CH:34]([C:41]1[CH:46]=[CH:45][CH:44]=[CH:43][CH:42]=1)[C:35]1[CH:40]=[CH:39][CH:38]=[CH:37][CH:36]=1.O. (7) Given the product [F:1][C:2]1[CH:28]=[CH:27][C:5]([C:6]([C:8]2[CH:9]=[N:10][C:11]([N:14]3[CH2:19][CH2:18][NH:17][CH2:16][CH2:15]3)=[N:12][CH:13]=2)=[O:7])=[CH:4][CH:3]=1, predict the reactants needed to synthesize it. The reactants are: [F:1][C:2]1[CH:28]=[CH:27][C:5]([C:6]([C:8]2[CH:9]=[N:10][C:11]([N:14]3[CH2:19][CH2:18][N:17](C(OC(C)(C)C)=O)[CH2:16][CH2:15]3)=[N:12][CH:13]=2)=[O:7])=[CH:4][CH:3]=1.Cl.